This data is from Experimentally validated miRNA-target interactions with 360,000+ pairs, plus equal number of negative samples. The task is: Binary Classification. Given a miRNA mature sequence and a target amino acid sequence, predict their likelihood of interaction. (1) The miRNA is rno-let-7i-5p with sequence UGAGGUAGUAGUUUGUGCUGUU. The protein sequence of the target gene is MGSQVLQILRQGVWASLTGGWFFDPHQSTFSNCFHLYVWIFLLIFPFLLYMVLPPSLMVAGVYCLVVAVIFATIKTVNYRLHAMFDQGEIVEKRSSTMGELEEEPAQGDSNPPRDPGVEMTVFRKVSSTPPVRCSSQHSVFGFNQVSELLPRMEDSGPLRDIKELVREQGSNNVIVTSADREMLKLSSQEKLIGDLPQTPPGAVPDPSLASTDSSEPSPLAGDGAPWSGSSMADTPMSPLLKGSLSQELSKSFLTLTQPDRALVRTSSRREQRRGAGGYQPLDRRGSGEPTPQKAGSSDS.... Result: 0 (no interaction). (2) The miRNA is mmu-miR-3066-5p with sequence UUGGUUGCUGUAGAUUAAGUAG. Result: 1 (interaction). The protein sequence of the target gene is MRRSEVLADESITCLQKALTHLREIWELIGIPEEQRLQRTEVVKKHIKDLLDRMIAEEESLRERLLKSISICQKELSTLCSELQVKPFQEEKDTTILQLEKDLRTQVELMRKQKKERKQELKLLQEQEQELRDILCMPPCDVDSTSVPTLEELKLFRQRVATLRETKESRREEFVNIKKQIILCMEELEHSPDTSFERDVVCEDESAFCLSLENIATLQKLLKQLEMKKSQNEAECEGLRTQIRELWDRLQIPEEEREPVEAIMTGSKTKIRNALKLEVDRLEELKMQNIKQVIEKIRVE....